This data is from Full USPTO retrosynthesis dataset with 1.9M reactions from patents (1976-2016). The task is: Predict the reactants needed to synthesize the given product. (1) Given the product [Br:1][C:2]1[CH:3]=[C:4]2[C:9](=[CH:10][CH:11]=1)[N:8]=[CH:7][C:6]([O:12][CH:13]([CH2:17][CH3:18])[C:14]([NH:41][C:37]([CH3:40])([CH3:39])[CH3:38])=[O:16])=[CH:5]2, predict the reactants needed to synthesize it. The reactants are: [Br:1][C:2]1[CH:3]=[C:4]2[C:9](=[CH:10][CH:11]=1)[N:8]=[CH:7][C:6]([O:12][CH:13]([CH2:17][CH3:18])[C:14]([OH:16])=O)=[CH:5]2.[I-].ClC1C=CC=C[N+]=1C.C(N(CC)C(C)C)(C)C.[C:37]([NH2:41])([CH3:40])([CH3:39])[CH3:38]. (2) Given the product [C:1]([O:4][C@H:5]1[C@@H:9]([O:10][C:11](=[O:13])[CH3:12])[C@H:8]([N:14]2[CH:22]=[N:21][C:20]3[C:15]2=[N:16][C:17]([C:48]#[N:49])=[N:18][C:19]=3[NH:23][CH:24]2[CH2:28][CH2:27][CH2:26][CH2:25]2)[O:7][C@@H:6]1[CH2:30][O:31][C:32](=[O:34])[CH3:33])(=[O:3])[CH3:2], predict the reactants needed to synthesize it. The reactants are: [C:1]([O:4][C@H:5]1[C@@H:9]([O:10][C:11](=[O:13])[CH3:12])[C@H:8]([N:14]2[CH:22]=[N:21][C:20]3[C:15]2=[N:16][C:17](I)=[N:18][C:19]=3[NH:23][CH:24]2[CH2:28][CH2:27][CH2:26][CH2:25]2)[O:7][C@@H:6]1[CH2:30][O:31][C:32](=[O:34])[CH3:33])(=[O:3])[CH3:2].C([Sn]([C:48]#[N:49])(CCCC)CCCC)CCC. (3) Given the product [Br:50][CH2:34][C:33]([C@H:30]1[C@@H:21]2[C@@H:22]3[C@@:17]([CH3:46])([CH2:18][CH2:19][C@@:20]2([C:36]([O:38][CH2:39][C:40]2[CH:41]=[CH:42][CH:43]=[CH:44][CH:45]=2)=[O:37])[CH2:32][CH2:31]1)[C@@:16]1([CH3:47])[C@@H:25]([C@:26]2([CH3:29])[C@@H:13]([CH2:14][CH2:15]1)[C:12]([CH3:49])([CH3:48])[C:11]([C:8]1[CH:9]=[CH:10][C:5]([C:3]([O:2][CH3:1])=[O:4])=[CH:6][CH:7]=1)=[CH:28][CH2:27]2)[CH2:24][CH2:23]3)=[CH2:35], predict the reactants needed to synthesize it. The reactants are: [CH3:1][O:2][C:3]([C:5]1[CH:10]=[CH:9][C:8]([C:11]2[C:12]([CH3:49])([CH3:48])[C@H:13]3[C@:26]([CH3:29])([CH2:27][CH:28]=2)[C@@H:25]2[C@:16]([CH3:47])([C@@:17]4([CH3:46])[C@H:22]([CH2:23][CH2:24]2)[C@H:21]2[C@H:30]([C:33]([CH3:35])=[CH2:34])[CH2:31][CH2:32][C@:20]2([C:36]([O:38][CH2:39][C:40]2[CH:45]=[CH:44][CH:43]=[CH:42][CH:41]=2)=[O:37])[CH2:19][CH2:18]4)[CH2:15][CH2:14]3)=[CH:7][CH:6]=1)=[O:4].[Br:50]N1C(=O)CCC1=O. (4) Given the product [OH:1][C:2]1[CH:7]=[CH:6][C:5]([C:8]2[NH:34][C:11]([C:13]3[CH:21]=[CH:20][C:16]([C:17]([OH:19])=[O:18])=[CH:15][CH:14]=3)=[CH:10][CH:9]=2)=[CH:4][CH:3]=1, predict the reactants needed to synthesize it. The reactants are: [OH:1][C:2]1[CH:7]=[CH:6][C:5]([C:8](=O)[CH2:9][CH2:10][C:11]([C:13]2[CH:21]=[CH:20][C:16]([C:17]([OH:19])=[O:18])=[CH:15][CH:14]=2)=O)=[CH:4][CH:3]=1.C1(C)C=CC(S(O)(=O)=O)=CC=1.[NH3:34]. (5) Given the product [CH2:1]([C:8]1[N:9]=[C:10]([C:31]([O-:33])=[O:32])[S:11][C:12]=1[C:13]1[C:22]2[C:17](=[CH:18][CH:19]=[CH:20][CH:21]=2)[C:16]([S:23](=[O:30])(=[O:29])[NH:24][C:25]([CH3:28])([CH3:26])[CH3:27])=[CH:15][CH:14]=1)[C:2]1[CH:7]=[CH:6][CH:5]=[CH:4][CH:3]=1.[K+:39], predict the reactants needed to synthesize it. The reactants are: [CH2:1]([C:8]1[N:9]=[C:10]([C:31]([O:33]CC)=[O:32])[S:11][C:12]=1[C:13]1[C:22]2[C:17](=[CH:18][CH:19]=[CH:20][CH:21]=2)[C:16]([S:23](=[O:30])(=[O:29])[NH:24][C:25]([CH3:28])([CH3:27])[CH3:26])=[CH:15][CH:14]=1)[C:2]1[CH:7]=[CH:6][CH:5]=[CH:4][CH:3]=1.CO.[OH-].[K+:39]. (6) Given the product [CH2:15]([NH:14][C:13](=[O:19])[C@H:11]([CH3:12])[CH2:10][C@H:9]([OH:20])[C@@H:8]([NH:7][C:6](=[O:32])[CH2:40][CH2:39][S:36]([CH2:33][CH:34]=[CH2:35])(=[O:38])=[O:37])[CH2:21][C:22]1[CH:27]=[CH:26][CH:25]=[C:24]([O:28][CH2:29][CH:30]=[CH2:31])[CH:23]=1)[CH2:16][CH2:17][CH3:18], predict the reactants needed to synthesize it. The reactants are: C(O[C:6](=[O:32])[NH:7][C@@H:8]([CH2:21][C:22]1[CH:27]=[CH:26][CH:25]=[C:24]([O:28][CH2:29][CH:30]=[CH2:31])[CH:23]=1)[C@@H:9]([OH:20])[CH2:10][C@H:11]([C:13](=[O:19])[NH:14][CH2:15][CH2:16][CH2:17][CH3:18])[CH3:12])(C)(C)C.[CH2:33]([S:36]([CH2:39][CH2:40]C(O)=O)(=[O:38])=[O:37])[CH:34]=[CH2:35].CCN=C=NCCCN(C)C.C1C=CC2N(O)N=NC=2C=1.C(N(CC)CC)C. (7) Given the product [Br:1][C:17]1[C:18]([CH3:21])=[C:19]([CH3:20])[C:6]2[O:5][C:4]([CH3:23])([CH3:3])[CH:8]([C:9]3[CH:10]=[CH:11][C:12]([CH3:15])=[CH:13][CH:14]=3)[C:7]=2[C:16]=1[CH3:22], predict the reactants needed to synthesize it. The reactants are: [Br:1]Br.[CH3:3][C:4]1([CH3:23])[CH:8]([C:9]2[CH:14]=[CH:13][C:12]([CH3:15])=[CH:11][CH:10]=2)[C:7]2[C:16]([CH3:22])=[CH:17][C:18]([CH3:21])=[C:19]([CH3:20])[C:6]=2[O:5]1.C([O-])(=O)C.[Na+].C(#N)C. (8) Given the product [Cl:1][C:2]1[C:3]([CH3:37])=[N:4][O:5][C:6]=1[N:7]([CH2:31][O:32][CH2:33][CH2:34][O:35][CH3:36])[S:8]([C:11]1[C:19]2[C:14](=[N:15][CH:16]=[CH:17][CH:18]=2)[S:13][C:12]=1[CH2:20][C:21]1[CH:26]=[CH:25][C:24]2[O:27][CH2:28][O:29][C:23]=2[CH:22]=1)(=[O:9])=[O:10], predict the reactants needed to synthesize it. The reactants are: [Cl:1][C:2]1[C:3]([CH3:37])=[N:4][O:5][C:6]=1[N:7]([CH2:31][O:32][CH2:33][CH2:34][O:35][CH3:36])[S:8]([C:11]1[C:19]2[C:14](=[N:15][CH:16]=[CH:17][CH:18]=2)[S:13][C:12]=1[CH:20](O)[C:21]1[CH:26]=[CH:25][C:24]2[O:27][CH2:28][O:29][C:23]=2[CH:22]=1)(=[O:10])=[O:9].C([SiH](CC)CC)C.B(F)(F)F.CCOCC.